This data is from Forward reaction prediction with 1.9M reactions from USPTO patents (1976-2016). The task is: Predict the product of the given reaction. Given the reactants [CH3:1][CH2:2][C@:3]1([C@@H:31]2[O:35][C@@H:34]([C@H:36]3[O:41][C@@:40]([OH:44])([CH2:42][OH:43])[C@H:39]([CH3:45])[CH2:38][C@@H:37]3[CH3:46])[CH2:33][C@@H:32]2[CH3:47])[O:7][C@@H:6]([C@@:8]2([CH3:30])[O:12][C@:11]3([O:17][C@H:16]([C@H:18]([C@@H:20]([O:26][CH3:27])[C@@H:21]([C:23]([O-:25])=[O:24])[CH3:22])[CH3:19])[C@H:15]([CH3:28])[C@@H:14]([OH:29])[CH2:13]3)[CH2:10][CH2:9]2)[CH2:5][CH2:4]1.[Na+].N12CCC(CC1)CN2.[CH2:57](Br)[C:58]1[CH:63]=[CH:62][CH:61]=[CH:60][CH:59]=1, predict the reaction product. The product is: [CH3:1][CH2:2][C@:3]1([C@@H:31]2[O:35][C@@H:34]([C@H:36]3[O:41][C@@:40]([OH:44])([CH2:42][OH:43])[C@H:39]([CH3:45])[CH2:38][C@@H:37]3[CH3:46])[CH2:33][C@@H:32]2[CH3:47])[O:7][C@@H:6]([C@@:8]2([CH3:30])[O:12][C@:11]3([O:17][C@H:16]([C@H:18]([C@@H:20]([O:26][CH3:27])[C@@H:21]([C:23]([O:25][CH2:57][C:58]4[CH:63]=[CH:62][CH:61]=[CH:60][CH:59]=4)=[O:24])[CH3:22])[CH3:19])[C@H:15]([CH3:28])[C@@H:14]([OH:29])[CH2:13]3)[CH2:10][CH2:9]2)[CH2:5][CH2:4]1.